This data is from Retrosynthesis with 50K atom-mapped reactions and 10 reaction types from USPTO. The task is: Predict the reactants needed to synthesize the given product. (1) Given the product CCOC(=O)c1cc2ccccc2n1-c1cccnc1, predict the reactants needed to synthesize it. The reactants are: Brc1cccnc1.CCOC(=O)c1cc2ccccc2[nH]1. (2) The reactants are: COc1ccc2c(c1OC)CC(c1ccccc1)C=C2C#N. Given the product COc1ccc2c(c1OC)CC(c1ccccc1)CC2C#N, predict the reactants needed to synthesize it.